Dataset: Reaction yield outcomes from USPTO patents with 853,638 reactions. Task: Predict the reaction yield, written as a fraction of the theoretical maximum amount of product (1.0 means a 100% yield; for example, 0.34 means a 34% yield). (1) The reactants are CO[C:3](=[O:24])[C:4]1[CH:9]=[CH:8][C:7]([O:10][CH2:11][C:12]2[C:13]([C:18]3[CH:23]=[CH:22][CH:21]=[CH:20][N:19]=3)=[N:14][O:15][C:16]=2[CH3:17])=[N:6][CH:5]=1.[NH:25]1[CH2:30][CH2:29][S:28][CH2:27][CH2:26]1. No catalyst specified. The product is [CH3:17][C:16]1[O:15][N:14]=[C:13]([C:18]2[CH:23]=[CH:22][CH:21]=[CH:20][N:19]=2)[C:12]=1[CH2:11][O:10][C:7]1[N:6]=[CH:5][C:4]([C:3]([N:25]2[CH2:30][CH2:29][S:28][CH2:27][CH2:26]2)=[O:24])=[CH:9][CH:8]=1. The yield is 0.890. (2) The reactants are [NH2:1][C:2]1[N:6]([CH3:7])[N:5]=[C:4]([CH3:8])[CH:3]=1.C(N(CC)C(C)C)(C)C.[C:18]([C:26](Cl)=[O:27])(=[O:25])[C:19]1[CH:24]=[CH:23][CH:22]=[CH:21][CH:20]=1. The catalyst is C1COCC1.CC(OC)(C)C. The product is [CH3:7][N:6]1[C:2]([NH:1][C:26](=[O:27])[C:18](=[O:25])[C:19]2[CH:24]=[CH:23][CH:22]=[CH:21][CH:20]=2)=[CH:3][C:4]([CH3:8])=[N:5]1. The yield is 0.480. (3) The reactants are [CH2:1]([N:3]([CH2:36][CH3:37])[CH2:4][CH2:5][CH2:6][NH:7][C:8]1[N:9]=[C:10]([C:27]2[CH:35]=[CH:34][C:30]([C:31](O)=[O:32])=[CH:29][CH:28]=2)[C:11]2[CH:17]=[CH:16][C:15](=[O:18])[N:14]([C:19]3[C:24]([F:25])=[CH:23][CH:22]=[CH:21][C:20]=3[F:26])[C:12]=2[N:13]=1)[CH3:2].CN(C(O[N:53]1N=[N:53][C:48]2[CH:49]=[CH:50][CH:50]=[CH:49][C:48]1=2)=[N+](C)C)C.F[P-](F)(F)(F)(F)F.C(N(CC)CC)C.C1(N)CC1. The catalyst is CN(C=O)C. The product is [CH:48]1([NH:53][C:31](=[O:32])[C:30]2[CH:34]=[CH:35][C:27]([C:10]3[C:11]4[CH:17]=[CH:16][C:15](=[O:18])[N:14]([C:19]5[C:20]([F:26])=[CH:21][CH:22]=[CH:23][C:24]=5[F:25])[C:12]=4[N:13]=[C:8]([NH:7][CH2:6][CH2:5][CH2:4][N:3]([CH2:36][CH3:37])[CH2:1][CH3:2])[N:9]=3)=[CH:28][CH:29]=2)[CH2:50][CH2:49]1. The yield is 0.590. (4) The reactants are [Br:1][C:2]1[CH:7]=[C:6]([CH2:8]SCC)[CH:5]=[CH:4][C:3]=1[O:12][CH2:13][C:14]([F:17])([F:16])[F:15].[CH:18]1C=C(Cl)C=C(C(OO)=O)[CH:19]=1.[O-:29][S:30]([O-:32])=O.[Na+].[Na+]. The catalyst is C(Cl)Cl. The product is [Br:1][C:2]1[CH:7]=[C:6]([CH2:8][S:30]([CH2:18][CH3:19])(=[O:32])=[O:29])[CH:5]=[CH:4][C:3]=1[O:12][CH2:13][C:14]([F:15])([F:17])[F:16]. The yield is 0.910. (5) The reactants are Br[C:2]1[CH:7]=[CH:6][N:5]=[C:4]([NH2:8])[CH:3]=1.O.[CH3:10][N:11](C=O)C. The catalyst is [C-]#N.[C-]#N.[Zn+2].C1C=CC(/C=C/C(/C=C/C2C=CC=CC=2)=O)=CC=1.C1C=CC(/C=C/C(/C=C/C2C=CC=CC=2)=O)=CC=1.C1C=CC(/C=C/C(/C=C/C2C=CC=CC=2)=O)=CC=1.[Pd].[Pd].C1C=CC(P(C2C=CC=CC=2)[C-]2C=CC=C2)=CC=1.C1C=CC(P(C2C=CC=CC=2)[C-]2C=CC=C2)=CC=1.[Fe+2]. The product is [NH2:8][C:4]1[CH:3]=[C:2]([CH:7]=[CH:6][N:5]=1)[C:10]#[N:11]. The yield is 0.800. (6) The reactants are [CH2:1]([C:3]1[CH:8]=[C:7]([O:9]COCC[Si](C)(C)C)[C:6]([F:18])=[CH:5][C:4]=1[C:19]1[N:24]=[C:23]([NH:25][CH2:26][C:27]2[CH:32]=[CH:31][CH:30]=[CH:29][C:28]=2[N:33]([CH3:43])[S:34]([C:37]2[CH:42]=[CH:41][CH:40]=[CH:39][CH:38]=2)(=[O:36])=[O:35])[C:22]2[C:44](I)=[N:45][N:46](COCC[Si](C)(C)C)[C:21]=2[CH:20]=1)[CH3:2].C1C[CH2:65][N:64]2C(=NCCC2)CC1.CN1CC[O:71]CC1.C(OC(Cl)=O)C(C)C.N. The catalyst is CO.C([O-])(=O)C.[Pd+2].C([O-])(=O)C.[C-]#[O+].[C-]#[O+].[C-]#[O+].[C-]#[O+].[C-]#[O+].[C-]#[O+].[Mo]. The product is [CH2:1]([C:3]1[CH:8]=[C:7]([OH:9])[C:6]([F:18])=[CH:5][C:4]=1[C:19]1[N:24]=[C:23]([NH:25][CH2:26][C:27]2[CH:32]=[CH:31][CH:30]=[CH:29][C:28]=2[N:33]([CH3:43])[S:34]([C:37]2[CH:38]=[CH:39][CH:40]=[CH:41][CH:42]=2)(=[O:35])=[O:36])[C:22]2[C:44]([C:65]([NH2:64])=[O:71])=[N:45][NH:46][C:21]=2[CH:20]=1)[CH3:2]. The yield is 0.100. (7) The reactants are [F:1][C:2]1[CH:48]=[CH:47][C:5]([CH2:6][CH2:7][C:8]2[CH:30]=[C:29]([CH:31]([O:39][CH2:40][CH2:41][N:42]3[CH:46]=[CH:45][N:44]=[CH:43]3)[C:32]3[CH:37]=[CH:36][C:35]([F:38])=[CH:34][CH:33]=3)[CH:28]=[CH:27][C:9]=2[C:10]([NH:12][C@@H:13]([CH2:21][CH2:22][S:23]([CH3:26])(=[O:25])=[O:24])[C:14]([O:16]C(C)(C)C)=[O:15])=[O:11])=[CH:4][CH:3]=1.C(O)(C(F)(F)F)=O. The catalyst is ClCCl. The product is [F:1][C:2]1[CH:3]=[CH:4][C:5]([CH2:6][CH2:7][C:8]2[CH:30]=[C:29]([CH:31]([O:39][CH2:40][CH2:41][N:42]3[CH:46]=[CH:45][N:44]=[CH:43]3)[C:32]3[CH:37]=[CH:36][C:35]([F:38])=[CH:34][CH:33]=3)[CH:28]=[CH:27][C:9]=2[C:10]([NH:12][C@@H:13]([CH2:21][CH2:22][S:23]([CH3:26])(=[O:24])=[O:25])[C:14]([OH:16])=[O:15])=[O:11])=[CH:47][CH:48]=1. The yield is 0.450. (8) The reactants are FC(F)(F)C1C=CC2N(C3C=C(C4C=CC=CC=4C(OCC)C)C=CC=3)C=[N:9][C:5]=2[CH:4]=1.F[C:32](F)(F)[C:33]1[CH:56]=[CH:55][C:36]2[N:37]([C:40]3[CH:41]=[C:42]([C:46]4[CH:51]=[CH:50][CH:49]=[CH:48][C:47]=4[CH:52]([OH:54])[CH3:53])[CH:43]=[CH:44][CH:45]=3)[CH:38]=[N:39][C:35]=2[CH:34]=1.[H-].[Na+].ICC.C[N:65](C=O)C. The catalyst is O. The product is [NH:9]1[CH:5]=[CH:4][C:32]([C:33]2[CH:56]=[CH:55][C:36]3[N:37]([C:40]4[CH:41]=[C:42]([C:46]5[CH:51]=[CH:50][CH:49]=[CH:48][C:47]=5[CH:52]([OH:54])[CH3:53])[CH:43]=[CH:44][CH:45]=4)[CH:38]=[N:39][C:35]=3[CH:34]=2)=[N:65]1. The yield is 0.600.